Predict the product of the given reaction. From a dataset of Forward reaction prediction with 1.9M reactions from USPTO patents (1976-2016). (1) Given the reactants [F:1][C:2]1[CH:3]=[C:4]([S:9](Cl)(=[O:11])=[O:10])[CH:5]=[CH:6][C:7]=1[F:8].Cl.CN.[CH2:16]([N:18](CC)CC)C.O, predict the reaction product. The product is: [F:1][C:2]1[CH:3]=[C:4]([S:9]([NH:18][CH3:16])(=[O:11])=[O:10])[CH:5]=[CH:6][C:7]=1[F:8]. (2) Given the reactants C([NH:8][C:9](=[O:42])[C@@H:10]([N:17]1[CH2:25][C:24]2[C:19](=[CH:20][CH:21]=[CH:22][C:23]=2[O:26][CH2:27][C:28]2[CH:33]=[CH:32][C:31]([CH2:34][N:35]3[CH2:40][CH2:39][O:38][CH2:37][CH2:36]3)=[CH:30][CH:29]=2)[C:18]1=[O:41])[CH2:11][CH2:12][C:13](OC)=[O:14])C1C=CC=CC=1.[C:43]1([CH3:49])[CH:48]=[CH:47][CH:46]=[CH:45][CH:44]=1, predict the reaction product. The product is: [CH2:49]([N:8]1[C:13](=[O:14])[CH2:12][CH2:11][C@H:10]([N:17]2[CH2:25][C:24]3[C:19](=[CH:20][CH:21]=[CH:22][C:23]=3[O:26][CH2:27][C:28]3[CH:33]=[CH:32][C:31]([CH2:34][N:35]4[CH2:40][CH2:39][O:38][CH2:37][CH2:36]4)=[CH:30][CH:29]=3)[C:18]2=[O:41])[C:9]1=[O:42])[C:43]1[CH:48]=[CH:47][CH:46]=[CH:45][CH:44]=1. (3) Given the reactants [Br:1][C:2]1[CH:10]=[CH:9][C:5]([CH2:6][CH2:7][NH2:8])=[CH:4][CH:3]=1.[C:11]([O:15][C:16](O[C:16]([O:15][C:11]([CH3:14])([CH3:13])[CH3:12])=[O:17])=[O:17])([CH3:14])([CH3:13])[CH3:12].C(N(CC)CC)C, predict the reaction product. The product is: [C:11]([O:15][C:16]([NH:8][CH2:7][CH2:6][C:5]1[CH:9]=[CH:10][C:2]([Br:1])=[CH:3][CH:4]=1)=[O:17])([CH3:14])([CH3:13])[CH3:12]. (4) Given the reactants CCO[CH:4]([O:12]CC)[C:5]1[CH:10]=[CH:9][C:8](Br)=[CH:7][CH:6]=1.[Li]CCCC.[C:20]1([CH:26]([CH2:42][CH3:43])[C:27]([C:29]2[CH:34]=[CH:33][C:32]([O:35]C3CCCCO3)=[CH:31][CH:30]=2)=O)[CH:25]=[CH:24][CH:23]=[CH:22][CH:21]=1, predict the reaction product. The product is: [OH:35][C:32]1[CH:31]=[CH:30][C:29](/[C:27](/[C:8]2[CH:7]=[CH:6][C:5]([CH:4]=[O:12])=[CH:10][CH:9]=2)=[C:26](\[C:20]2[CH:21]=[CH:22][CH:23]=[CH:24][CH:25]=2)/[CH2:42][CH3:43])=[CH:34][CH:33]=1. (5) Given the reactants C([N-]C(C)C)(C)C.[Li+].[OH:9][C:10]1[C:15]([C:16](=[O:18])[CH3:17])=[CH:14][CH:13]=[CH:12][C:11]=1[C:19]1[CH:24]=[CH:23][CH:22]=[CH:21][CH:20]=1.[O:25]1[CH2:30][CH2:29][CH:28]([C:31](OC)=[O:32])[CH2:27][CH2:26]1, predict the reaction product. The product is: [OH:9][C:10]1[C:15]([C:16](=[O:18])[CH2:17][C:31]([CH:28]2[CH2:29][CH2:30][O:25][CH2:26][CH2:27]2)=[O:32])=[CH:14][CH:13]=[CH:12][C:11]=1[C:19]1[CH:20]=[CH:21][CH:22]=[CH:23][CH:24]=1.